From a dataset of Full USPTO retrosynthesis dataset with 1.9M reactions from patents (1976-2016). Predict the reactants needed to synthesize the given product. (1) Given the product [CH:11]1([N:15]2[CH:16]=[CH:17][N:18]=[C:2]([CH2:24][CH2:23][O:22][CH3:21])[C:1]2=[O:5])[CH2:8][CH2:12]1, predict the reactants needed to synthesize it. The reactants are: [C:1](Cl)(=[O:5])[C:2](Cl)=O.Cl.[CH:8]1([C@H:11]([NH:15][CH2:16][C:17]#[N:18])[CH2:12]OC)CC1.O1[CH2:24][CH2:23][O:22][CH2:21]C1. (2) Given the product [Cl:20][C:10]1[C:11]([NH:13][C:14](=[O:19])[C:15]([CH3:16])([CH3:18])[CH3:17])=[N:12][C:2]([NH:1][C:29](=[O:30])[CH2:28][Cl:27])=[C:3]([CH:9]=1)[C:4]([O:6][CH2:7][CH3:8])=[O:5], predict the reactants needed to synthesize it. The reactants are: [NH2:1][C:2]1[N:12]=[C:11]([NH:13][C:14](=[O:19])[C:15]([CH3:18])([CH3:17])[CH3:16])[C:10]([Cl:20])=[CH:9][C:3]=1[C:4]([O:6][CH2:7][CH3:8])=[O:5].C(=O)([O-])[O-].[K+].[K+].[Cl:27][CH2:28][C:29](Cl)=[O:30].O.